Dataset: Full USPTO retrosynthesis dataset with 1.9M reactions from patents (1976-2016). Task: Predict the reactants needed to synthesize the given product. (1) Given the product [Cl:1][C:2]1[CH:7]=[CH:6][N:5]=[C:4]2[CH:8]=[C:9]([C:21]3[N:20]=[CH:19][N:18]([CH2:16][CH3:17])[C:22]=3[CH3:23])[S:10][C:3]=12, predict the reactants needed to synthesize it. The reactants are: [Cl:1][C:2]1[CH:7]=[CH:6][N:5]=[C:4]2[CH:8]=[CH:9][S:10][C:3]=12.[Li]CCCC.[CH2:16]([N:18]1[C:22]([CH3:23])=[C:21](I)[N:20]=[CH:19]1)[CH3:17]. (2) The reactants are: [CH2:1]([O:3][C:4]([C:6]1[O:10][C:9]([NH2:11])=[N:8][CH:7]=1)=[O:5])[CH3:2].CC1(C)C2C(=C(P(C3C=CC=CC=3)C3C=CC=CC=3)C=CC=2)OC2C(P(C3C=CC=CC=3)C3C=CC=CC=3)=CC=CC1=2.C(=O)([O-])[O-].[Cs+].[Cs+].O1CCOCC1.Br[C:67]1[CH:72]=[C:71]([Br:73])[CH:70]=[CH:69][N:68]=1. Given the product [Br:73][C:71]1[CH:70]=[CH:69][N:68]=[C:67]([NH:11][C:9]2[O:10][C:6]([C:4]([O:3][CH2:1][CH3:2])=[O:5])=[CH:7][N:8]=2)[CH:72]=1, predict the reactants needed to synthesize it. (3) The reactants are: [CH2:1]([O:4][C@@H:5]1[C@:9]([Si:11]([C:24]([CH3:27])([CH3:26])[CH3:25])([C:18]2[CH:23]=[CH:22][CH:21]=[CH:20][CH:19]=2)[C:12]2[CH:17]=[CH:16][CH:15]=[CH:14][CH:13]=2)([OH:10])[C@@H:8]([CH:28]([Si:30]([C:43]([CH3:46])([CH3:45])[CH3:44])([C:37]2[CH:42]=[CH:41][CH:40]=[CH:39][CH:38]=2)[C:31]2[CH:36]=[CH:35][CH:34]=[CH:33][CH:32]=2)[OH:29])[O:7][C@H:6]1[N:47]1[C:57]2[N:56]=[C:54]([NH2:55])[NH:53][C:51](=[O:52])[C:50]=2[N:49]=[CH:48]1)[CH:2]=C.C[N+]1([O-])CC[O:62]CC1.C([BH3-])#N.[Na+].C(=O)(O)[O-].[Na+]. Given the product [OH:62][CH2:2][CH2:1][O:4][C@@H:5]1[C@:9]([Si:11]([C:24]([CH3:27])([CH3:26])[CH3:25])([C:12]2[CH:17]=[CH:16][CH:15]=[CH:14][CH:13]=2)[C:18]2[CH:19]=[CH:20][CH:21]=[CH:22][CH:23]=2)([OH:10])[C@@H:8]([CH:28]([Si:30]([C:43]([CH3:46])([CH3:44])[CH3:45])([C:31]2[CH:36]=[CH:35][CH:34]=[CH:33][CH:32]=2)[C:37]2[CH:42]=[CH:41][CH:40]=[CH:39][CH:38]=2)[OH:29])[O:7][C@H:6]1[N:47]1[C:57]2[N:56]=[C:54]([NH2:55])[NH:53][C:51](=[O:52])[C:50]=2[N:49]=[CH:48]1, predict the reactants needed to synthesize it. (4) Given the product [CH2:1]([O:3][C:4](=[O:18])[C:5]([O:8][C:9]1[CH:14]=[CH:13][C:12]([Cl:15])=[CH:11][C:10]=1/[CH:16]=[C:24]1\[C:25](=[O:29])[NH:26][C:27]2[C:23]\1=[CH:22][CH:21]=[C:20]([Cl:19])[CH:28]=2)([CH3:7])[CH3:6])[CH3:2], predict the reactants needed to synthesize it. The reactants are: [CH2:1]([O:3][C:4](=[O:18])[C:5]([O:8][C:9]1[CH:14]=[CH:13][C:12]([Cl:15])=[CH:11][C:10]=1[CH:16]=O)([CH3:7])[CH3:6])[CH3:2].[Cl:19][C:20]1[CH:28]=[C:27]2[C:23]([CH2:24][C:25](=[O:29])[NH:26]2)=[CH:22][CH:21]=1.N1CCCC1. (5) Given the product [CH3:37][C:21]1[CH:22]=[C:23]([O:26][C:27]2[CH:28]=[C:29]([C@H:34]([NH:36][C:4](=[O:6])[C:3]3[CH:7]=[CH:8][C:9]([C:11]([F:14])([F:13])[F:12])=[CH:10][C:2]=3[CH3:1])[CH3:35])[CH:30]=[C:31]([CH3:33])[CH:32]=2)[CH:24]=[CH:25][C:20]=1[CH2:19][CH2:18][C:17]([OH:38])=[O:16], predict the reactants needed to synthesize it. The reactants are: [CH3:1][C:2]1[CH:10]=[C:9]([C:11]([F:14])([F:13])[F:12])[CH:8]=[CH:7][C:3]=1[C:4]([OH:6])=O.C[O:16][C:17](=[O:38])[CH2:18][CH2:19][C:20]1[CH:25]=[CH:24][C:23]([O:26][C:27]2[CH:32]=[C:31]([CH3:33])[CH:30]=[C:29]([C@H:34]([NH2:36])[CH3:35])[CH:28]=2)=[CH:22][C:21]=1[CH3:37]. (6) Given the product [S:1]1[CH:5]=[CH:4][CH:3]=[C:2]1[B:17]([C:12]1[S:11][CH:15]=[CH:14][CH:13]=1)[OH:18], predict the reactants needed to synthesize it. The reactants are: [S:1]1[CH:5]=[CH:4][CH:3]=[CH:2]1.C([Li])CCC.[S:11]1[CH:15]=[CH:14][CH:13]=[C:12]1[Li].[B:17](OC(C)(C)C)(OC(C)(C)C)[O:18]C(C)(C)C. (7) Given the product [Si:5]([O:18][C@@H:16]([CH3:17])[C@@H:15]([NH:19][C:20]1[CH:25]=[CH:24][C:23]([C:26]#[N:27])=[C:22]([Cl:28])[C:21]=1[CH3:29])[C:14]1[O:30][C:9]([CH3:10])=[N:12][N:13]=1)([C:2]([CH3:4])([CH3:3])[CH3:1])([CH3:7])[CH3:6], predict the reactants needed to synthesize it. The reactants are: [CH3:1][C:2]([Si:5](Cl)([CH3:7])[CH3:6])([CH3:4])[CH3:3].[C:9]([NH:12][NH:13][C:14](=[O:30])[C@H:15]([NH:19][C:20]1[CH:25]=[CH:24][C:23]([C:26]#[N:27])=[C:22]([Cl:28])[C:21]=1[CH3:29])[C@@H:16]([OH:18])[CH3:17])(=O)[CH3:10].N1C=CN=C1.CCN(CC)CC.C1C=CC(P(C2C=CC=CC=2)C2C=CC=CC=2)=CC=1. (8) Given the product [NH2:1][C:2]1[CH:3]=[N:4][N:5]([CH2:22][CH:39]([F:41])[F:40])[C:6]=1[N:7]1[CH2:13][CH2:12][CH:11]([F:14])[CH:10]([NH:15][C:16](=[O:21])[C:17]([F:20])([F:19])[F:18])[CH2:9][CH2:8]1, predict the reactants needed to synthesize it. The reactants are: [NH2:1][C:2]1[CH:3]=[N:4][N:5]([CH3:22])[C:6]=1[N:7]1[CH2:13][CH2:12][C@H:11]([F:14])[C@@H:10]([NH:15][C:16](=[O:21])[C:17]([F:20])([F:19])[F:18])[CH2:9][CH2:8]1.N(C1CCN(C2N(C[CH:39]([F:41])[F:40])N=CC=2[N+]([O-])=O)CCC1O)=[N+]=[N-].